Dataset: Reaction yield outcomes from USPTO patents with 853,638 reactions. Task: Predict the reaction yield, written as a fraction of the theoretical maximum amount of product (1.0 means a 100% yield; for example, 0.34 means a 34% yield). (1) The reactants are [CH2:1]([C:8]1[CH:13]=[C:12]([CH3:14])[N:11]=[C:10](Cl)[N:9]=1)[C:2]1[CH:7]=[CH:6][CH:5]=[CH:4][CH:3]=1.[CH3:16][O:17][C:18]1[CH:19]=[C:20]([NH2:30])[CH:21]=[CH:22][C:23]=1[C:24]1[CH:25]=[N:26][N:27]([CH3:29])[CH:28]=1. The catalyst is ClCCl.C(OCC)(=O)C. The product is [CH2:1]([C:8]1[CH:13]=[C:12]([CH3:14])[N:11]=[C:10]([NH:30][C:20]2[CH:21]=[CH:22][C:23]([C:24]3[CH:25]=[N:26][N:27]([CH3:29])[CH:28]=3)=[C:18]([O:17][CH3:16])[CH:19]=2)[N:9]=1)[C:2]1[CH:7]=[CH:6][CH:5]=[CH:4][CH:3]=1. The yield is 0.220. (2) The reactants are C(OC([NH:8][CH2:9][CH:10]1[CH2:15][CH2:14][N:13]([CH2:16][C:17]2([C:21]([OH:23])=[O:22])[CH2:20][CH2:19][CH2:18]2)[CH2:12][CH2:11]1)=O)(C)(C)C.O.[C:25]1([CH3:35])[CH:30]=[CH:29][C:28]([S:31]([OH:34])(=[O:33])=[O:32])=[CH:27][CH:26]=1.C(N(CC)CC)C. The catalyst is O1CCCC1. The product is [CH3:35][C:25]1[CH:26]=[CH:27][C:28]([S:31]([OH:34])(=[O:33])=[O:32])=[CH:29][CH:30]=1.[NH2:8][CH2:9][CH:10]1[CH2:15][CH2:14][N:13]([CH2:16][C:17]2([C:21]([OH:23])=[O:22])[CH2:20][CH2:19][CH2:18]2)[CH2:12][CH2:11]1. The yield is 0.960. (3) The reactants are [OH:1][CH2:2][CH2:3][CH2:4][NH:5][C:6](=[O:17])[CH2:7][C:8]1[CH:13]=[CH:12][C:11]([N+:14]([O-])=O)=[CH:10][CH:9]=1. The catalyst is CCO.CCOC(C)=O.[Pd]. The product is [NH2:14][C:11]1[CH:10]=[CH:9][C:8]([CH2:7][C:6]([NH:5][CH2:4][CH2:3][CH2:2][OH:1])=[O:17])=[CH:13][CH:12]=1. The yield is 0.950. (4) The reactants are [H][H].C([N:10](CC1C=CC=CC=1)[C@@H:11]([CH2:26][C:27]1[CH:32]=[C:31]([F:33])[CH:30]=[C:29]([F:34])[CH:28]=1)[C@@H:12]([C@H:14]1[CH2:18][CH2:17][CH2:16][N:15]1[C:19]([O:21][C:22]([CH3:25])([CH3:24])[CH3:23])=[O:20])[OH:13])C1C=CC=CC=1. The catalyst is CO.[OH-].[OH-].[Pd+2]. The product is [NH2:10][C@@H:11]([CH2:26][C:27]1[CH:28]=[C:29]([F:34])[CH:30]=[C:31]([F:33])[CH:32]=1)[C@@H:12]([C@H:14]1[CH2:18][CH2:17][CH2:16][N:15]1[C:19]([O:21][C:22]([CH3:24])([CH3:23])[CH3:25])=[O:20])[OH:13]. The yield is 0.990. (5) The reactants are [CH2:1]([S:8][C:9]1[CH:14]=[C:13]([NH:15][CH:16]2[CH2:18][CH2:17]2)[N:12]2[N:19]=[CH:20][C:21]([CH:22]=[C:23]3[NH:27][C:26](=[O:28])[NH:25][C:24]3=[O:29])=[C:11]2[N:10]=1)[C:2]1[CH:7]=[CH:6][CH:5]=[CH:4][CH:3]=1. The catalyst is ClCCl.FC(F)(F)C(O)=O. The product is [CH2:1]([S:8][C:9]1[CH:14]=[C:13]([NH:15][CH:16]2[CH2:18][CH2:17]2)[N:12]2[N:19]=[CH:20][C:21](/[CH:22]=[C:23]3/[C:24](=[O:29])[NH:25][C:26](=[O:28])[NH:27]/3)=[C:11]2[N:10]=1)[C:2]1[CH:7]=[CH:6][CH:5]=[CH:4][CH:3]=1. The yield is 0.980.